Dataset: CYP3A4 inhibition data for predicting drug metabolism from PubChem BioAssay. Task: Regression/Classification. Given a drug SMILES string, predict its absorption, distribution, metabolism, or excretion properties. Task type varies by dataset: regression for continuous measurements (e.g., permeability, clearance, half-life) or binary classification for categorical outcomes (e.g., BBB penetration, CYP inhibition). Dataset: cyp3a4_veith. The molecule is COc1ccc(N2CCN(C(=N)/C(C(C)=O)=C(\C)O)CC2)cc1. The result is 0 (non-inhibitor).